This data is from Full USPTO retrosynthesis dataset with 1.9M reactions from patents (1976-2016). The task is: Predict the reactants needed to synthesize the given product. (1) Given the product [ClH:11].[Cl:11][C:8]1[N:7]=[C:6]2[NH:12][C:3]([CH2:2][Cl:15])=[N:4][C:5]2=[CH:10][CH:9]=1, predict the reactants needed to synthesize it. The reactants are: O[CH2:2][C:3]1[NH:12][C:6]2=[N:7][C:8]([Cl:11])=[CH:9][CH:10]=[C:5]2[N:4]=1.S(Cl)([Cl:15])=O. (2) The reactants are: [Cl:1][C:2]1[C:7]([OH:8])=[N:6][C:5]2[N:9]([CH:12]([CH3:14])[CH3:13])[N:10]=[CH:11][C:4]=2[C:3]=1[C:15]([O:17][CH2:18][CH3:19])=[O:16].N1C=CC=CC=1.[S:26](O[S:26]([C:29]([F:32])([F:31])[F:30])(=[O:28])=[O:27])([C:29]([F:32])([F:31])[F:30])(=[O:28])=[O:27].O. Given the product [Cl:1][C:2]1[C:7]([O:8][S:26]([C:29]([F:32])([F:31])[F:30])(=[O:28])=[O:27])=[N:6][C:5]2[N:9]([CH:12]([CH3:14])[CH3:13])[N:10]=[CH:11][C:4]=2[C:3]=1[C:15]([O:17][CH2:18][CH3:19])=[O:16], predict the reactants needed to synthesize it.